This data is from Reaction yield outcomes from USPTO patents with 853,638 reactions. The task is: Predict the reaction yield, written as a fraction of the theoretical maximum amount of product (1.0 means a 100% yield; for example, 0.34 means a 34% yield). (1) The product is [Br:12][C:13]1[CH:14]=[CH:15][C:16]([C:17]([C:19]2[CH:20]=[CH:21][CH:22]=[CH:23][CH:24]=2)=[C:4]2[CH2:3][C:2]([CH3:11])([CH3:1])[CH2:7][C:6]([CH3:9])([CH3:8])[CH2:5]2)=[CH:25][CH:26]=1. The reactants are [CH3:1][C:2]1([CH3:11])[CH2:7][C:6]([CH3:9])([CH3:8])[CH2:5][C:4](=O)[CH2:3]1.[Br:12][C:13]1[CH:26]=[CH:25][C:16]([C:17]([C:19]2[CH:24]=[CH:23][CH:22]=[CH:21][CH:20]=2)=O)=[CH:15][CH:14]=1.C1COCC1.Cl. The yield is 0.580. The catalyst is C1(C)C=CC=CC=1.[Zn].Cl[Ti](Cl)(Cl)Cl.CCOC(C)=O.O. (2) The reactants are Cl[C:2]1[C:7]([CH:8]=[O:9])=[C:6]([Cl:10])[N:5]=[C:4]([S:11][CH3:12])[N:3]=1.[F:13][C:14]1[CH:20]=[CH:19][CH:18]=[C:17]([F:21])[C:15]=1[NH2:16].CCN(CC)CC.O. The catalyst is C(Cl)(Cl)Cl. The product is [Cl:10][C:6]1[C:7]([CH:8]=[O:9])=[C:2]([NH:16][C:15]2[C:14]([F:13])=[CH:20][CH:19]=[CH:18][C:17]=2[F:21])[N:3]=[C:4]([S:11][CH3:12])[N:5]=1. The yield is 0.760. (3) The reactants are [Cl:1][C:2]1[N:3]=[C:4](Cl)[C:5]2[CH2:10][O:9][CH:8]([C:11]3[CH:16]=[CH:15][C:14]([F:17])=[CH:13][CH:12]=3)[C:6]=2[N:7]=1.Cl.[CH2:20]([NH2:22])[CH3:21]. No catalyst specified. The product is [Cl:1][C:2]1[N:3]=[C:4]([NH:22][CH2:20][CH3:21])[C:5]2[CH2:10][O:9][CH:8]([C:11]3[CH:16]=[CH:15][C:14]([F:17])=[CH:13][CH:12]=3)[C:6]=2[N:7]=1. The yield is 0.296. (4) The reactants are N1C(C2C=CC([C:12]3[C:21](C)=[CH:20][C:19]4[C:14](=[CH:15][CH:16]=[C:17]([O:23][CH3:24])[CH:18]=4)[N:13]=3)=CC=2)=NN=N1.[CH3:25][O:26][C:27]([C:29]1[CH:34]=[CH:33][C:32](B(O)O)=[CH:31][CH:30]=1)=[O:28].C(=O)([O-])[O-].[Na+].[Na+]. The catalyst is O1CCOCC1.O.C1C=CC(P(C2C=CC=CC=2)[C-]2C=CC=C2)=CC=1.C1C=CC(P(C2C=CC=CC=2)[C-]2C=CC=C2)=CC=1.Cl[Pd]Cl.[Fe+2]. The product is [CH3:24][O:23][C:17]1[CH:18]=[C:19]2[C:14](=[CH:15][CH:16]=1)[N:13]=[C:12]([C:32]1[CH:33]=[CH:34][C:29]([C:27]([O:26][CH3:25])=[O:28])=[CH:30][CH:31]=1)[CH:21]=[CH:20]2. The yield is 0.409.